Task: Predict which catalyst facilitates the given reaction.. Dataset: Catalyst prediction with 721,799 reactions and 888 catalyst types from USPTO (1) Reactant: [N+:1]([C:4]1[CH:11]=[C:10]([Cl:12])[CH:9]=[CH:8][C:5]=1[CH:6]=O)([O-:3])=[O:2].[Br:13][C:14]1[CH:19]=[CH:18][C:17]([CH2:20][C:21]([OH:23])=[O:22])=[CH:16][CH:15]=1.C(OC(=O)C)(=O)C.C(=O)([O-])[O-].[K+].[K+].Cl. Product: [Br:13][C:14]1[CH:15]=[CH:16][C:17](/[C:20](=[CH:6]\[C:5]2[CH:8]=[CH:9][C:10]([Cl:12])=[CH:11][C:4]=2[N+:1]([O-:3])=[O:2])/[C:21]([OH:23])=[O:22])=[CH:18][CH:19]=1. The catalyst class is: 6. (2) Reactant: Br[Zn][CH2:3][C:4]([O:6][CH2:7][CH3:8])=[O:5].[C:9](/[CH:17]=[CH:18]/[C:19]([O:21][CH2:22][CH3:23])=[O:20])(=[O:16])[C:10]1[CH:15]=[CH:14][CH:13]=[CH:12][CH:11]=1.Cl.C(OCC)(=O)C. Product: [OH:16][C:9]([C:10]1[CH:15]=[CH:14][CH:13]=[CH:12][CH:11]=1)([CH2:3][C:4]([O:6][CH2:7][CH3:8])=[O:5])/[CH:17]=[CH:18]/[C:19]([O:21][CH2:22][CH3:23])=[O:20]. The catalyst class is: 1. (3) Product: [C:34]([O:33][C:31]([N:8]([C:6]([O:5][C:1]([CH3:4])([CH3:3])[CH3:2])=[O:7])[C:9]1[N:14]=[CH:13][C:12]([C:15]2[CH:20]=[C:19]([O:21][C:22]3[CH:23]=[N:24][C:25]([NH2:28])=[CH:26][CH:27]=3)[CH:18]=[CH:17][N:16]=2)=[CH:11][CH:10]=1)=[O:32])([CH3:37])([CH3:36])[CH3:35]. The catalyst class is: 582. Reactant: [C:1]([O:5][C:6]([N:8]([C:31]([O:33][C:34]([CH3:37])([CH3:36])[CH3:35])=[O:32])[C:9]1[N:14]=[CH:13][C:12]([C:15]2[CH:20]=[C:19]([O:21][C:22]3[CH:23]=[N:24][C:25]([N+:28]([O-])=O)=[CH:26][CH:27]=3)[CH:18]=[CH:17][N:16]=2)=[CH:11][CH:10]=1)=[O:7])([CH3:4])([CH3:3])[CH3:2]. (4) Reactant: [S:1]1[CH:5]=[CH:4][CH:3]=[C:2]1[C:6]([C:8]1[CH:9]=[N:10][N:11]2[C:16]([C:17]3[CH:18]=[C:19]([C:23]4[CH:28]=[CH:27][C:26]([CH:29]=O)=[CH:25][CH:24]=4)[CH:20]=[CH:21][CH:22]=3)=[CH:15][CH:14]=[N:13][C:12]=12)=[O:7].[NH:31]1[CH2:36][CH2:35][O:34][CH2:33][CH2:32]1.C(O[BH-](OC(=O)C)OC(=O)C)(=O)C.[Na+].C(O)(=O)C. Product: [N:31]1([CH2:29][C:26]2[CH:25]=[CH:24][C:23]([C:19]3[CH:20]=[CH:21][CH:22]=[C:17]([C:16]4[N:11]5[N:10]=[CH:9][C:8]([C:6]([C:2]6[S:1][CH:5]=[CH:4][CH:3]=6)=[O:7])=[C:12]5[N:13]=[CH:14][CH:15]=4)[CH:18]=3)=[CH:28][CH:27]=2)[CH2:36][CH2:35][O:34][CH2:33][CH2:32]1. The catalyst class is: 59. (5) Reactant: ClC(Cl)(O[C:5](=[O:11])OC(Cl)(Cl)Cl)Cl.[CH:13]([N:16]1[C:20]2[N:21]=[C:22]([C:31]3[CH:36]=[CH:35][C:34]([NH2:37])=[CH:33][CH:32]=3)[N:23]=[C:24]([N:25]3[CH2:30][CH2:29][O:28][CH2:27][CH2:26]3)[C:19]=2[N:18]=[N:17]1)([CH3:15])[CH3:14].[NH4+].[Cl-].CC[N:42](CC)CC. Product: [CH:13]([N:16]1[C:20]2[N:21]=[C:22]([C:31]3[CH:32]=[CH:33][C:34]([NH:37][C:5]([NH2:42])=[O:11])=[CH:35][CH:36]=3)[N:23]=[C:24]([N:25]3[CH2:30][CH2:29][O:28][CH2:27][CH2:26]3)[C:19]=2[N:18]=[N:17]1)([CH3:15])[CH3:14]. The catalyst class is: 2. (6) Reactant: [OH:1][CH2:2][C@H:3]([NH:6][C:7]([C:9]1[NH:10][C:11]([C:14]2[CH:19]=[C:18]([O:20][C:21]3[CH:22]=[N:23][C:24]([S:27]([CH3:30])(=[O:29])=[O:28])=[CH:25][CH:26]=3)[CH:17]=[C:16]([O:31][C@@H:32]([CH3:36])[CH2:33][O:34][CH3:35])[CH:15]=2)=[CH:12][CH:13]=1)=O)[CH2:4][CH3:5].CS(O)(=O)=O.C(N(CC)CC)C.C(=O)([O-])O.[Na+]. Product: [CH2:4]([C@@H:3]1[CH2:2][O:1][C:7]([C:9]2[NH:10][C:11]([C:14]3[CH:19]=[C:18]([CH:17]=[C:16]([O:31][C@@H:32]([CH3:36])[CH2:33][O:34][CH3:35])[CH:15]=3)[O:20][C:21]3[CH:26]=[CH:25][C:24]([S:27]([CH3:30])(=[O:28])=[O:29])=[N:23][CH:22]=3)=[CH:12][CH:13]=2)=[N:6]1)[CH3:5]. The catalyst class is: 7.